Dataset: Full USPTO retrosynthesis dataset with 1.9M reactions from patents (1976-2016). Task: Predict the reactants needed to synthesize the given product. (1) Given the product [Cl:1][C:2]1[C:7]([N+:8]([O-:10])=[O:9])=[CH:6][N:5]=[C:4]([O:11][CH:19]([CH3:21])[CH3:20])[CH:3]=1, predict the reactants needed to synthesize it. The reactants are: [Cl:1][C:2]1[C:7]([N+:8]([O-:10])=[O:9])=[CH:6][N:5]=[C:4]([OH:11])[CH:3]=1.C([O-])([O-])=O.[K+].[K+].I[CH:19]([CH3:21])[CH3:20].O. (2) Given the product [NH:19]1[CH2:20][CH2:21][CH:16]([O:15][C:14]2[CH:29]=[CH:30][C:11]([N:9]3[CH:10]=[C:6]([C:4]([O:3][CH2:1][CH3:2])=[O:5])[CH:7]=[N:8]3)=[CH:12][CH:13]=2)[CH2:17][CH2:18]1, predict the reactants needed to synthesize it. The reactants are: [CH2:1]([O:3][C:4]([C:6]1[CH:7]=[N:8][N:9]([C:11]2[CH:30]=[CH:29][C:14]([O:15][CH:16]3[CH2:21][CH2:20][N:19](C(OC(C)(C)C)=O)[CH2:18][CH2:17]3)=[CH:13][CH:12]=2)[CH:10]=1)=[O:5])[CH3:2]. (3) Given the product [CH3:26][C:25]1[CH:27]=[CH:28][C:22]([S:19]([O:8][C@@H:7]([CH2:9][CH2:15][CH3:16])[CH2:1][CH2:2][CH2:3][CH2:4][CH2:5][CH3:6])(=[O:21])=[O:20])=[CH:23][CH:24]=1, predict the reactants needed to synthesize it. The reactants are: [CH2:1]([C@@H:7]1[CH2:9][O:8]1)[CH2:2][CH2:3][CH2:4][CH2:5][CH3:6].O1CCCC1.[CH2:15]([Mg]Cl)[CH3:16].[S:19](Cl)([C:22]1[CH:28]=[CH:27][C:25]([CH3:26])=[CH:24][CH:23]=1)(=[O:21])=[O:20].S(=O)(=O)(O)O. (4) Given the product [F:31][C:23]([F:30])([C:24]1[CH:29]=[CH:28][CH:27]=[CH:26][CH:25]=1)[CH2:22][N:14]([C@H:15]1[CH2:16][CH2:17][C@H:18]([CH3:21])[CH2:19][CH2:20]1)[C:12](=[O:13])[NH:11][C:9]1[S:10][C:6]([S:5][CH2:4][C:3]([OH:32])=[O:2])=[CH:7][N:8]=1, predict the reactants needed to synthesize it. The reactants are: C[O:2][C:3](=[O:32])[CH2:4][S:5][C:6]1[S:10][C:9]([NH:11][C:12]([N:14]([CH2:22][C:23]([F:31])([F:30])[C:24]2[CH:29]=[CH:28][CH:27]=[CH:26][CH:25]=2)[CH:15]2[CH2:20][CH2:19][CH:18]([CH3:21])[CH2:17][CH2:16]2)=[O:13])=[N:8][CH:7]=1.O[Li].O. (5) Given the product [NH2:7][C@@H:8]1[CH2:12][CH2:11][N:10]([C:13]2[N:21]=[C:20]3[C:16]([N:17]=[CH:18][N:19]3[C@@H:22]3[CH2:26][C@H:25]([N:27]4[N:31]=[C:30]([CH2:32][CH3:33])[CH:29]=[N:28]4)[C@@H:24]([OH:34])[C@H:23]3[OH:35])=[C:15]([NH:36][CH2:37][CH:38]([C:45]3[CH:46]=[CH:47][CH:48]=[CH:49][CH:50]=3)[C:39]3[CH:40]=[CH:41][CH:42]=[CH:43][CH:44]=3)[N:14]=2)[CH2:9]1, predict the reactants needed to synthesize it. The reactants are: C(OC(=O)[NH:7][C@@H:8]1[CH2:12][CH2:11][N:10]([C:13]2[N:21]=[C:20]3[C:16]([N:17]=[CH:18][N:19]3[C@@H:22]3[CH2:26][C@H:25]([N:27]4[N:31]=[C:30]([CH2:32][CH3:33])[CH:29]=[N:28]4)[C@@H:24]([OH:34])[C@H:23]3[OH:35])=[C:15]([NH:36][CH2:37][CH:38]([C:45]3[CH:50]=[CH:49][CH:48]=[CH:47][CH:46]=3)[C:39]3[CH:44]=[CH:43][CH:42]=[CH:41][CH:40]=3)[N:14]=2)[CH2:9]1)(C)(C)C.N[C@@H]1CCN(C2N=C3C(N=CN3[C@@H]3C[C@H](N4C=C(CC)C=N4)[C@@H](O)[C@H]3O)=C(NCC(C3C=CC=CC=3)C3C=CC=CC=3)N=2)C1.